Dataset: Catalyst prediction with 721,799 reactions and 888 catalyst types from USPTO. Task: Predict which catalyst facilitates the given reaction. (1) Reactant: [Si:1]([O:8][C@H:9]1[CH2:18][C:17]([CH3:20])([CH3:19])[CH2:16][C:15]2[N:14]=[C:13]([CH:21]([CH3:23])[CH3:22])[C:12]3[C@@H:24]([C:33]4[CH:34]=[N:35][C:36]([C:39]([F:42])([F:41])[F:40])=[CH:37][CH:38]=4)[O:25][C:26]4([CH2:31][CH2:30][O:29][CH2:28][CH:27]4I)[C:11]=3[C:10]1=2)([C:4]([CH3:7])([CH3:6])[CH3:5])([CH3:3])[CH3:2]. Product: [Si:1]([O:8][C@H:9]1[CH2:18][C:17]([CH3:19])([CH3:20])[CH2:16][C:15]2[N:14]=[C:13]([CH:21]([CH3:23])[CH3:22])[C:12]3[C@@H:24]([C:33]4[CH:34]=[N:35][C:36]([C:39]([F:42])([F:40])[F:41])=[CH:37][CH:38]=4)[O:25][C:26]4([CH2:27][CH2:28][O:29][CH2:30][CH2:31]4)[C:11]=3[C:10]1=2)([C:4]([CH3:7])([CH3:6])[CH3:5])([CH3:3])[CH3:2]. The catalyst class is: 723. (2) Reactant: C([O:3][C:4](=[O:35])[CH2:5][N:6]([C:8](=[O:34])[C:9]1[CH:14]=[CH:13][C:12]([F:15])=[C:11]([CH2:16][O:17][C:18]2[CH:23]=[CH:22][C:21]([C:24]3[CH:29]=[C:28]([F:30])[C:27]([F:31])=[CH:26][C:25]=3[O:32][CH3:33])=[CH:20][CH:19]=2)[CH:10]=1)[CH3:7])C.[OH-].[Li+]. Product: [F:31][C:27]1[C:28]([F:30])=[CH:29][C:24]([C:21]2[CH:20]=[CH:19][C:18]([O:17][CH2:16][C:11]3[CH:10]=[C:9]([CH:14]=[CH:13][C:12]=3[F:15])[C:8]([N:6]([CH2:5][C:4]([OH:35])=[O:3])[CH3:7])=[O:34])=[CH:23][CH:22]=2)=[C:25]([O:32][CH3:33])[CH:26]=1. The catalyst class is: 1. (3) Reactant: O=P12OP3(OP(OP(O3)(O1)=O)(=O)O2)=O.[S:15]1[CH:19]=[CH:18][C:17]([CH2:20][CH2:21][C:22]([OH:24])=O)=[CH:16]1. Product: [S:15]1[CH:19]=[CH:18][C:17]2[CH2:20][CH2:21][C:22](=[O:24])[C:16]1=2. The catalyst class is: 501. (4) Reactant: C[O:2][C:3](=[O:37])[C:4]([CH3:36])([CH3:35])[CH2:5][C:6]1[CH:11]=[C:10]([CH3:12])[C:9]([C:13]2[NH:14][C:15]3[C:20]([CH:21]=2)=[CH:19][CH:18]=[C:17]([C:22]2[O:23][C:24]([C:27]4[CH:32]=[CH:31][C:30]([Cl:33])=[CH:29][CH:28]=4)=[N:25][N:26]=2)[CH:16]=3)=[C:8]([CH3:34])[CH:7]=1.[OH-].[Na+].C1COCC1.Cl. Product: [Cl:33][C:30]1[CH:31]=[CH:32][C:27]([C:24]2[O:23][C:22]([C:17]3[CH:16]=[C:15]4[C:20]([CH:21]=[C:13]([C:9]5[C:8]([CH3:34])=[CH:7][C:6]([CH2:5][C:4]([CH3:35])([CH3:36])[C:3]([OH:37])=[O:2])=[CH:11][C:10]=5[CH3:12])[NH:14]4)=[CH:19][CH:18]=3)=[N:26][N:25]=2)=[CH:28][CH:29]=1. The catalyst class is: 24.